From a dataset of Forward reaction prediction with 1.9M reactions from USPTO patents (1976-2016). Predict the product of the given reaction. (1) Given the reactants [CH2:1]([O:8][CH2:9][CH:10]([CH2:14][O:15][CH2:16][C:17]1[CH:22]=[CH:21][CH:20]=[CH:19][CH:18]=1)[CH2:11][C:12]#[N:13])[C:2]1[CH:7]=[CH:6][CH:5]=[CH:4][CH:3]=1.[H][H], predict the reaction product. The product is: [CH2:16]([O:15][CH2:14][CH:10]([CH2:9][O:8][CH2:1][C:2]1[CH:3]=[CH:4][CH:5]=[CH:6][CH:7]=1)[CH2:11][CH2:12][NH2:13])[C:17]1[CH:18]=[CH:19][CH:20]=[CH:21][CH:22]=1. (2) Given the reactants C([O:4][C:5]1[C:10]([CH2:11][CH3:12])=[CH:9][C:8]([OH:13])=[C:7]([C:14](=[O:16])[CH3:15])[C:6]=1[CH3:17])(=O)C.[C:18]1(=O)[CH2:21][CH2:20][CH2:19]1.N1CCCC1.O, predict the reaction product. The product is: [CH2:11]([C:10]1[CH:9]=[C:8]2[C:7]([C:14](=[O:16])[CH2:15][C:18]3([O:13]2)[CH2:21][CH2:20][CH2:19]3)=[C:6]([CH3:17])[C:5]=1[OH:4])[CH3:12]. (3) The product is: [CH3:21][C:13]1[CH:14]=[C:15]2[C:19](=[C:20]3[C:8](=[O:2])[C:9](=[O:10])[NH:11][C:12]=13)[NH:18][N:17]=[CH:16]2. Given the reactants S(=O)(=O)(O)[OH:2].O/N=[CH:8]/[C:9]([NH:11][C:12]1[CH:20]=[C:19]2[C:15]([CH:16]=[N:17][NH:18]2)=[CH:14][C:13]=1[CH3:21])=[O:10], predict the reaction product. (4) Given the reactants Cl[CH2:2][C:3]1[N:4]=[C:5]([C:8]2[CH:9]=[C:10]([C:14]3[CH2:20][C:19](=[O:21])[NH:18][C:17]4[CH:22]=[C:23]([N:26]5[CH:30]=[CH:29][CH:28]=[CH:27]5)[CH:24]=[CH:25][C:16]=4[N:15]=3)[CH:11]=[CH:12][CH:13]=2)[O:6][CH:7]=1.[CH3:31][NH:32][CH3:33].O, predict the reaction product. The product is: [CH3:31][N:32]([CH2:2][C:3]1[N:4]=[C:5]([C:8]2[CH:9]=[C:10]([C:14]3[CH2:20][C:19](=[O:21])[NH:18][C:17]4[CH:22]=[C:23]([N:26]5[CH:30]=[CH:29][CH:28]=[CH:27]5)[CH:24]=[CH:25][C:16]=4[N:15]=3)[CH:11]=[CH:12][CH:13]=2)[O:6][CH:7]=1)[CH3:33]. (5) Given the reactants [NH2:1][C:2]1[CH:34]=[CH:33][C:5]([O:6][C:7]2[CH:12]=[CH:11][N:10]=[C:9]3[N:13](CC4C=CC(OC)=CC=4)[N:14]=[C:15]([NH:16][CH:17]4[CH2:22][CH2:21][N:20]([CH3:23])[CH2:19][CH2:18]4)[C:8]=23)=[C:4]([F:35])[CH:3]=1.[F:36][C:37]1[CH:42]=[CH:41][C:40]([N:43]2[CH:48]=[CH:47][N:46]=[C:45]([C:49](O)=[O:50])[C:44]2=[O:52])=[CH:39][CH:38]=1, predict the reaction product. The product is: [F:35][C:4]1[CH:3]=[C:2]([NH:1][C:49]([C:45]2[C:44](=[O:52])[N:43]([C:40]3[CH:41]=[CH:42][C:37]([F:36])=[CH:38][CH:39]=3)[CH:48]=[CH:47][N:46]=2)=[O:50])[CH:34]=[CH:33][C:5]=1[O:6][C:7]1[CH:12]=[CH:11][N:10]=[C:9]2[NH:13][N:14]=[C:15]([NH:16][CH:17]3[CH2:22][CH2:21][N:20]([CH3:23])[CH2:19][CH2:18]3)[C:8]=12. (6) Given the reactants CN(C(ON1N=NC2C=CC=NC1=2)=[N+](C)C)C.F[P-](F)(F)(F)(F)F.[CH3:25][C:26]1[C:34]2[C:33]([NH:35][C:36]3[C:37]([O:42][CH:43]4[CH2:48][CH2:47][O:46][CH2:45][CH2:44]4)=[N:38][CH:39]=[CH:40][CH:41]=3)=[N:32][CH:31]=[N:30][C:29]=2[S:28][C:27]=1[C:49](O)=[O:50].CCN(C(C)C)C(C)C.[CH3:61][N:62]([CH3:66])[CH2:63][CH2:64][NH2:65], predict the reaction product. The product is: [CH3:61][N:62]([CH3:66])[CH2:63][CH2:64][NH:65][C:49]([C:27]1[S:28][C:29]2[N:30]=[CH:31][N:32]=[C:33]([NH:35][C:36]3[C:37]([O:42][CH:43]4[CH2:48][CH2:47][O:46][CH2:45][CH2:44]4)=[N:38][CH:39]=[CH:40][CH:41]=3)[C:34]=2[C:26]=1[CH3:25])=[O:50].